The task is: Regression. Given two drug SMILES strings and cell line genomic features, predict the synergy score measuring deviation from expected non-interaction effect.. This data is from NCI-60 drug combinations with 297,098 pairs across 59 cell lines. (1) Drug 1: C1=C(C(=O)NC(=O)N1)N(CCCl)CCCl. Drug 2: C1=CC=C(C=C1)NC(=O)CCCCCCC(=O)NO. Cell line: NCI-H460. Synergy scores: CSS=40.4, Synergy_ZIP=3.67, Synergy_Bliss=7.23, Synergy_Loewe=2.19, Synergy_HSA=8.59. (2) Cell line: OVCAR-5. Synergy scores: CSS=31.4, Synergy_ZIP=-3.03, Synergy_Bliss=-2.50, Synergy_Loewe=-58.0, Synergy_HSA=-1.66. Drug 1: C1CNP(=O)(OC1)N(CCCl)CCCl. Drug 2: CC1C(C(CC(O1)OC2CC(CC3=C2C(=C4C(=C3O)C(=O)C5=CC=CC=C5C4=O)O)(C(=O)C)O)N)O. (3) Drug 1: CS(=O)(=O)C1=CC(=C(C=C1)C(=O)NC2=CC(=C(C=C2)Cl)C3=CC=CC=N3)Cl. Drug 2: C1=NNC2=C1C(=O)NC=N2. Cell line: OVCAR-8. Synergy scores: CSS=1.45, Synergy_ZIP=-2.22, Synergy_Bliss=0.0920, Synergy_Loewe=-3.30, Synergy_HSA=-0.504. (4) Drug 1: CCCS(=O)(=O)NC1=C(C(=C(C=C1)F)C(=O)C2=CNC3=C2C=C(C=N3)C4=CC=C(C=C4)Cl)F. Drug 2: C1=CC(=CC=C1CC(C(=O)O)N)N(CCCl)CCCl.Cl. Cell line: EKVX. Synergy scores: CSS=2.13, Synergy_ZIP=1.72, Synergy_Bliss=2.61, Synergy_Loewe=-1.67, Synergy_HSA=-0.634. (5) Drug 1: C1=CN(C(=O)N=C1N)C2C(C(C(O2)CO)O)O.Cl. Drug 2: CCN(CC)CCCC(C)NC1=C2C=C(C=CC2=NC3=C1C=CC(=C3)Cl)OC. Cell line: NCIH23. Synergy scores: CSS=45.7, Synergy_ZIP=-5.25, Synergy_Bliss=-0.872, Synergy_Loewe=-0.690, Synergy_HSA=3.61.